This data is from Peptide-MHC class II binding affinity with 134,281 pairs from IEDB. The task is: Regression. Given a peptide amino acid sequence and an MHC pseudo amino acid sequence, predict their binding affinity value. This is MHC class II binding data. (1) The peptide sequence is EKKYFKATQFEPLAA. The MHC is DRB1_1602 with pseudo-sequence DRB1_1602. The binding affinity (normalized) is 0.663. (2) The peptide sequence is SMGDDHFWAVRGGGGESFGI. The MHC is DRB4_0101 with pseudo-sequence DRB4_0103. The binding affinity (normalized) is 0.217. (3) The peptide sequence is NETHFSDQIEQEADN. The MHC is DRB1_0101 with pseudo-sequence DRB1_0101. The binding affinity (normalized) is 0.0468. (4) The peptide sequence is SQDLELSWNLQGLQAY. The MHC is DRB1_1302 with pseudo-sequence DRB1_1302. The binding affinity (normalized) is 0.537.